Task: Predict the reaction yield, written as a fraction of the theoretical maximum amount of product (1.0 means a 100% yield; for example, 0.34 means a 34% yield).. Dataset: Reaction yield outcomes from USPTO patents with 853,638 reactions (1) The reactants are [OH:1][C@@H:2]1[CH2:5][C@H:4]([N:6]2[C:11](=[O:12])[C:10]([CH2:13][C:14]3[CH:19]=[CH:18][C:17]([C:20]4[CH:25]=[CH:24][CH:23]=[CH:22][C:21]=4[C:26]4[NH:30][C:29](=[O:31])[O:28][N:27]=4)=[CH:16][CH:15]=3)=[C:9]([CH2:32][CH2:33][CH3:34])[N:8]3[N:35]=[CH:36][N:37]=[C:7]23)[CH2:3]1.CC(OI1(OC(C)=O)(OC(C)=O)OC(=O)C2C=CC=CC1=2)=O.C(=O)([O-])O.[Na+].S([O-])([O-])(=O)=S.[Na+].[Na+]. The catalyst is C(#N)C. The product is [O:1]=[C:2]1[CH2:3][CH:4]([N:6]2[C:11](=[O:12])[C:10]([CH2:13][C:14]3[CH:19]=[CH:18][C:17]([C:20]4[CH:25]=[CH:24][CH:23]=[CH:22][C:21]=4[C:26]4[NH:30][C:29](=[O:31])[O:28][N:27]=4)=[CH:16][CH:15]=3)=[C:9]([CH2:32][CH2:33][CH3:34])[N:8]3[N:35]=[CH:36][N:37]=[C:7]23)[CH2:5]1. The yield is 0.780. (2) The reactants are [NH2:1][CH:2]1[CH2:7][CH2:6][CH:5]([OH:8])[C:4]([CH3:10])([CH3:9])[CH2:3]1.C(=O)([O-])[O-].[Na+].[Na+].Cl[C:18]([O:20][CH2:21][C:22]1[CH:27]=[CH:26][CH:25]=[CH:24][CH:23]=1)=[O:19].ClCCl. The catalyst is C1COCC1.CO. The product is [CH2:21]([O:20][C:18](=[O:19])[NH:1][CH:2]1[CH2:7][CH2:6][CH:5]([OH:8])[C:4]([CH3:10])([CH3:9])[CH2:3]1)[C:22]1[CH:27]=[CH:26][CH:25]=[CH:24][CH:23]=1. The yield is 0.494. (3) The reactants are [CH2:1]([N:8]1[CH2:12][CH2:11][N:10]([C@@H:13]([C:55]([CH3:58])([CH3:57])[CH3:56])[C:14]([NH:16][C@@H:17]([CH2:48][C:49]2[CH:54]=[CH:53][CH:52]=[CH:51][CH:50]=2)[C@@H:18]([OH:47])[CH2:19][C@@H:20]([NH:34][C:35]([C@@H:37]([NH:42][C:43](=[O:46])[O:44][CH3:45])[C:38]([CH3:41])([CH3:40])[CH3:39])=[O:36])[CH2:21][C:22]2[CH:27]=[CH:26][C:25]([C:28]3[CH:33]=[CH:32][CH:31]=[CH:30][N:29]=3)=[CH:24][CH:23]=2)=[O:15])[C:9]1=[O:59])[C:2]1[CH:7]=[CH:6][CH:5]=[CH:4][CH:3]=1.[C:60]1(=[O:66])[O:65][C:63](=[O:64])[CH2:62][CH2:61]1.C1(NC2CCCCC2)CCCCC1. The catalyst is O1CCCC1.C(OCC)C. The product is [CH2:1]([N:8]1[CH2:12][CH2:11][N:10]([C@@H:13]([C:55]([CH3:58])([CH3:57])[CH3:56])[C:14]([NH:16][C@H:17]([C@@H:18]([O:47][C:60](=[O:66])[CH2:61][CH2:62][C:63]([OH:65])=[O:64])[CH2:19][C@H:20]([CH2:21][C:22]2[CH:27]=[CH:26][C:25]([C:28]3[CH:33]=[CH:32][CH:31]=[CH:30][N:29]=3)=[CH:24][CH:23]=2)[NH:34][C:35](=[O:36])[C@H:37]([C:38]([CH3:41])([CH3:40])[CH3:39])[NH:42][C:43](=[O:46])[O:44][CH3:45])[CH2:48][C:49]2[CH:54]=[CH:53][CH:52]=[CH:51][CH:50]=2)=[O:15])[C:9]1=[O:59])[C:2]1[CH:3]=[CH:4][CH:5]=[CH:6][CH:7]=1. The yield is 0.980. (4) The reactants are [F:1][C:2]([F:26])([F:25])[C:3]([N:5]1[CH2:14][CH:13]([C:15]2[CH:20]=[CH:19][C:18]([O:21]C)=[CH:17][CH:16]=2)[C:12]2[C:7](=[CH:8][C:9]([O:23]C)=[CH:10][CH:11]=2)[CH2:6]1)=[O:4].B(Br)(Br)Br. The catalyst is C(Cl)Cl. The product is [F:26][C:2]([F:1])([F:25])[C:3]([N:5]1[CH2:14][CH:13]([C:15]2[CH:20]=[CH:19][C:18]([OH:21])=[CH:17][CH:16]=2)[C:12]2[C:7](=[CH:8][C:9]([OH:23])=[CH:10][CH:11]=2)[CH2:6]1)=[O:4]. The yield is 0.850. (5) The reactants are [C:1]([O:5][C:6]([N:8]1[CH2:12][CH2:11][CH:10]([CH:13]=[O:14])[CH2:9]1)=[O:7])([CH3:4])([CH3:3])[CH3:2].[BH4-].[Na+]. The catalyst is CO. The product is [C:1]([O:5][C:6]([N:8]1[CH2:12][CH2:11][CH:10]([CH2:13][OH:14])[CH2:9]1)=[O:7])([CH3:4])([CH3:3])[CH3:2]. The yield is 0.660. (6) The reactants are [CH3:1][C:2]1[CH:7]=[CH:6][C:5]([C:8](=[O:10])[CH3:9])=[CH:4][CH:3]=1.C1C(=O)N([Br:18])C(=O)C1.CC(N=NC(C#N)(C)C)(C#N)C. The catalyst is C(Cl)Cl. The product is [Br:18][CH2:1][C:2]1[CH:7]=[CH:6][C:5]([C:8](=[O:10])[CH3:9])=[CH:4][CH:3]=1. The yield is 0.470. (7) The reactants are [N:1]([CH2:4][CH2:5][O:6][CH2:7][CH2:8][O:9][CH2:10][CH2:11][O:12][CH2:13][CH2:14][NH:15][S:16]([C:19]1[CH:24]=[CH:23][CH:22]=[C:21]([CH:25]2[C:34]3[C:29](=[C:30]([Cl:36])[CH:31]=[C:32]([Cl:35])[CH:33]=3)[CH2:28][N:27]([CH3:37])[CH2:26]2)[CH:20]=1)(=[O:18])=[O:17])=[N+]=[N-].O.P(C)(C)C. The catalyst is C1COCC1. The product is [NH2:1][CH2:4][CH2:5][O:6][CH2:7][CH2:8][O:9][CH2:10][CH2:11][O:12][CH2:13][CH2:14][NH:15][S:16]([C:19]1[CH:24]=[CH:23][CH:22]=[C:21]([CH:25]2[C:34]3[C:29](=[C:30]([Cl:36])[CH:31]=[C:32]([Cl:35])[CH:33]=3)[CH2:28][N:27]([CH3:37])[CH2:26]2)[CH:20]=1)(=[O:18])=[O:17]. The yield is 0.580. (8) The reactants are [CH2:1]([NH:3][C:4]([NH:6][CH2:7][CH2:8][CH2:9][N:10]1[CH2:14][CH2:13][CH2:12][CH2:11]1)=O)[CH3:2].C(N(CC)CC)C.C1(C)C=CC(S(Cl)(=O)=O)=CC=1. The catalyst is ClCCl. The product is [N:10]1([CH2:9][CH2:8][CH2:7][N:6]=[C:4]=[N:3][CH2:1][CH3:2])[CH2:14][CH2:13][CH2:12][CH2:11]1. The yield is 0.670. (9) The reactants are C1(P(=O)(C2C=CC=CC=2)C2C=CC=CC=2)C=CC=CC=1.FC(F)(F)S(OS(C(F)(F)F)(=O)=O)(=O)=O.[CH2:36]([N:38]([S:73]([C:76]1[S:77][CH:78]=[CH:79][CH:80]=1)(=[O:75])=[O:74])[C:39]1[CH:40]=[CH:41][CH:42]=[C:43]2[C:47]=1[NH:46][C:45]([C:48]([NH:50][CH2:51][CH2:52][S:53]C(C1C=CC=CC=1)(C1C=CC=CC=1)C1C=CC=CC=1)=O)=[CH:44]2)[CH3:37]. The catalyst is ClCCl. The product is [S:53]1[CH2:52][CH2:51][N:50]=[C:48]1[C:45]1[NH:46][C:47]2[C:43]([CH:44]=1)=[CH:42][CH:41]=[CH:40][C:39]=2[N:38]([CH2:36][CH3:37])[S:73]([C:76]1[S:77][CH:78]=[CH:79][CH:80]=1)(=[O:75])=[O:74]. The yield is 0.330. (10) The reactants are [NH2:1][C:2]1[C:3]([C:9]([OH:11])=O)=[N:4][C:5]([Br:8])=[CH:6][N:7]=1.[N:12]1([CH2:17][CH2:18][C:19]2[CH:24]=[CH:23][N:22]=[CH:21][C:20]=2[NH2:25])[CH2:16][CH2:15][CH2:14][CH2:13]1.F[B-](F)(F)F.N1(OC(N(C)C)=[N+](C)C)C2C=CC=CC=2N=N1.O.ON1C2C=CC=CC=2N=N1.C(N(CC)C(C)C)(C)C. The catalyst is C(#N)C. The product is [NH2:1][C:2]1[C:3]([C:9]([NH:25][C:20]2[CH:21]=[N:22][CH:23]=[CH:24][C:19]=2[CH2:18][CH2:17][N:12]2[CH2:13][CH2:14][CH2:15][CH2:16]2)=[O:11])=[N:4][C:5]([Br:8])=[CH:6][N:7]=1. The yield is 0.910.